From a dataset of NCI-60 drug combinations with 297,098 pairs across 59 cell lines. Regression. Given two drug SMILES strings and cell line genomic features, predict the synergy score measuring deviation from expected non-interaction effect. (1) Drug 1: CC(C1=C(C=CC(=C1Cl)F)Cl)OC2=C(N=CC(=C2)C3=CN(N=C3)C4CCNCC4)N. Drug 2: C1CC(=O)NC(=O)C1N2C(=O)C3=CC=CC=C3C2=O. Cell line: MDA-MB-435. Synergy scores: CSS=18.3, Synergy_ZIP=2.67, Synergy_Bliss=4.64, Synergy_Loewe=-4.53, Synergy_HSA=1.45. (2) Drug 1: C1CC(=O)NC(=O)C1N2CC3=C(C2=O)C=CC=C3N. Drug 2: C1C(C(OC1N2C=NC3=C2NC=NCC3O)CO)O. Cell line: U251. Synergy scores: CSS=4.70, Synergy_ZIP=-4.14, Synergy_Bliss=-3.51, Synergy_Loewe=-2.19, Synergy_HSA=-0.983.